From a dataset of Full USPTO retrosynthesis dataset with 1.9M reactions from patents (1976-2016). Predict the reactants needed to synthesize the given product. Given the product [CH2:13]([O:20][N:21]([CH2:22][CH2:23][CH2:24][CH2:25][CH2:26][CH2:27][N:28]1[C:34](=[O:35])[C:33]2[CH2:36][CH2:37][CH:38]=[CH:39][C:32]=2[O:31][C:30]2[CH:40]=[CH:41][CH:42]=[CH:43][C:29]1=2)[CH:1]=[O:2])[C:14]1[CH:19]=[CH:18][CH:17]=[CH:16][CH:15]=1, predict the reactants needed to synthesize it. The reactants are: [C:1](N1C=CN=C1)(N1C=CN=C1)=[O:2].[CH2:13]([O:20][NH:21][CH2:22][CH2:23][CH2:24][CH2:25][CH2:26][CH2:27][N:28]1[C:34](=[O:35])[C:33]2[CH:36]=[CH:37][CH:38]=[CH:39][C:32]=2[O:31][C:30]2[CH:40]=[CH:41][CH:42]=[CH:43][C:29]1=2)[C:14]1[CH:19]=[CH:18][CH:17]=[CH:16][CH:15]=1.C(O)=O.